From a dataset of Catalyst prediction with 721,799 reactions and 888 catalyst types from USPTO. Predict which catalyst facilitates the given reaction. (1) Reactant: [CH:1]12[CH2:10][CH:5]3[CH2:6][CH:7]([CH2:9][CH:3]([CH2:4]3)[CH:2]1[N:11]=[C:12]=[O:13])[CH2:8]2.[CH2:14]([O:16][C:17](=[O:27])[CH2:18][NH:19][CH2:20][C:21]1[CH:26]=[CH:25][CH:24]=[CH:23][CH:22]=1)[CH3:15]. Product: [CH2:14]([O:16][C:17](=[O:27])[CH2:18][N:19]([CH2:20][C:21]1[CH:26]=[CH:25][CH:24]=[CH:23][CH:22]=1)[C:12]([NH:11][CH:2]1[CH:1]2[CH2:10][CH:5]3[CH2:6][CH:7]([CH2:9][CH:3]1[CH2:4]3)[CH2:8]2)=[O:13])[CH3:15]. The catalyst class is: 28. (2) Reactant: [Li]CCCC.Br[C:7]1[CH:12]=[C:11]([CH:13]([C:18]([CH3:21])([CH3:20])[CH3:19])[O:14][SiH:15]([CH3:17])[CH3:16])[CH:10]=[C:9]([CH:22]([C:27]([CH3:30])([CH3:29])[CH3:28])[O:23][SiH:24]([CH3:26])[CH3:25])[CH:8]=1.[CH3:31][C:32]([CH3:34])=[O:33]. Product: [OH:33][C:32]([C:7]1[CH:12]=[C:11]([CH:13]([C:18]([CH3:20])([CH3:19])[CH3:21])[O:14][SiH:15]([CH3:17])[CH3:16])[CH:10]=[C:9]([CH:22]([C:27]([CH3:30])([CH3:28])[CH3:29])[O:23][SiH:24]([CH3:25])[CH3:26])[CH:8]=1)([CH3:34])[CH3:31]. The catalyst class is: 323.